Dataset: Reaction yield outcomes from USPTO patents with 853,638 reactions. Task: Predict the reaction yield, written as a fraction of the theoretical maximum amount of product (1.0 means a 100% yield; for example, 0.34 means a 34% yield). (1) The reactants are [N+:1]([C:4]1[N:5]=[C:6]2[N:11]([CH:12]=1)[CH2:10][CH:9]([CH2:13][OH:14])[CH2:8][O:7]2)([O-:3])=[O:2].[I:15][C:16]1[CH:17]=[C:18]([CH:21]=[CH:22][CH:23]=1)[CH2:19]Br.[H-].[Na+]. The catalyst is CN(C=O)C. The product is [I:15][C:16]1[CH:17]=[C:18]([CH:21]=[CH:22][CH:23]=1)[CH2:19][O:14][CH2:13][CH:9]1[CH2:8][O:7][C:6]2=[N:5][C:4]([N+:1]([O-:3])=[O:2])=[CH:12][N:11]2[CH2:10]1. The yield is 0.440. (2) The reactants are C([C:3]1([C:9]([O:11]C)=[O:10])[CH2:8][CH2:7][O:6][CH2:5][CH2:4]1)#N.Cl. No catalyst specified. The product is [O:6]1[CH2:7][CH2:8][CH:3]([C:9]([OH:11])=[O:10])[CH2:4][CH2:5]1. The yield is 0.780. (3) The catalyst is CCOCC.C(OCC)(=O)C.[Cl-].[Zn+2].[Cl-]. The yield is 0.920. The reactants are [BH4-].[Na+].[C:3]([C:7]1[CH:28]=[CH:27][C:10]([CH2:11][CH:12]([C:18]([C:20]2[CH:25]=[CH:24][C:23]([F:26])=[CH:22][CH:21]=2)=[O:19])[C:13]([O:15][CH2:16][CH3:17])=[O:14])=[CH:9][CH:8]=1)([CH3:6])([CH3:5])[CH3:4].Cl. The product is [C:3]([C:7]1[CH:28]=[CH:27][C:10]([CH2:11][CH:12]([CH:18]([C:20]2[CH:21]=[CH:22][C:23]([F:26])=[CH:24][CH:25]=2)[OH:19])[C:13]([O:15][CH2:16][CH3:17])=[O:14])=[CH:9][CH:8]=1)([CH3:4])([CH3:5])[CH3:6]. (4) The reactants are [CH3:1][C:2]1[CH:7]=[C:6]([CH3:8])[NH:5][C:4](=[O:9])[C:3]=1[C:10]#[N:11].[Br:12]Br. The catalyst is CC(O)=O. The product is [Br:12][C:7]1[C:2]([CH3:1])=[C:3]([C:10]#[N:11])[C:4](=[O:9])[NH:5][C:6]=1[CH3:8]. The yield is 0.720. (5) The catalyst is C1COCC1. The product is [CH3:9][C:7]([Si:10]([CH3:19])([CH3:20])[O:11][CH2:12][CH2:13][C:14]1[O:15][C:16]([CH2:21][CH2:22][OH:23])=[CH:17][CH:18]=1)([CH3:6])[CH3:8]. The reactants are [Li]C(C)(C)C.[CH3:6][C:7]([Si:10]([CH3:20])([CH3:19])[O:11][CH2:12][CH2:13][C:14]1[O:15][CH:16]=[CH:17][CH:18]=1)([CH3:9])[CH3:8].[CH2:21]1[O:23][CH2:22]1.[NH4+].[Cl-]. The yield is 0.670. (6) The yield is 0.810. The catalyst is ClCCl.FC(F)(F)S(O[Si](C)(C)C)(=O)=O. The reactants are [Cl:1][C:2]1[CH:7]=[C:6]([F:8])[CH:5]=[CH:4][C:3]=1[NH:9][S:10]([CH:13]1[C:18]([C:19]([O:21][CH2:22][CH3:23])=[O:20])=[CH:17][C:16](=[O:24])[CH2:15][CH2:14]1)(=[O:12])=[O:11].[C:25]([O:33][CH2:34][C@H:35](O)[CH2:36][OH:37])(=[O:32])[C:26]1[CH:31]=[CH:30][CH:29]=[CH:28][CH:27]=1.C(O[Si](C)(C)C)(C)C.O. The product is [C:25]([O:33][CH2:34][C@H:35]1[CH2:36][O:37][C:16]2([CH2:15][CH2:14][CH:13]([S:10](=[O:12])(=[O:11])[NH:9][C:3]3[CH:4]=[CH:5][C:6]([F:8])=[CH:7][C:2]=3[Cl:1])[C:18]([C:19]([O:21][CH2:22][CH3:23])=[O:20])=[CH:17]2)[O:24]1)(=[O:32])[C:26]1[CH:31]=[CH:30][CH:29]=[CH:28][CH:27]=1. (7) The reactants are O.[OH-].[Li+].[C:4]([O:8][C:9](=[O:34])[CH2:10][N:11]1[C:19]2[C:14](=[CH:15][CH:16]=[CH:17][CH:18]=2)[C:13]([CH2:20][C@H:21]([NH:26][C:27]([O:29][C:30]([CH3:33])([CH3:32])[CH3:31])=[O:28])[C:22]([O:24]C)=[O:23])=[CH:12]1)([CH3:7])([CH3:6])[CH3:5].Cl. The catalyst is O1CCOCC1.O. The product is [C:4]([O:8][C:9](=[O:34])[CH2:10][N:11]1[C:19]2[C:14](=[CH:15][CH:16]=[CH:17][CH:18]=2)[C:13]([CH2:20][C@H:21]([NH:26][C:27]([O:29][C:30]([CH3:33])([CH3:32])[CH3:31])=[O:28])[C:22]([OH:24])=[O:23])=[CH:12]1)([CH3:6])([CH3:7])[CH3:5]. The yield is 0.780.